Dataset: Full USPTO retrosynthesis dataset with 1.9M reactions from patents (1976-2016). Task: Predict the reactants needed to synthesize the given product. (1) Given the product [CH3:29][O:28][C:19]1[N:18]=[CH:17][CH:16]=[C:15]2[C:20]=1[CH:21]=[C:22]([C:23]1[S:24][CH:25]=[CH:26][CH:27]=1)[C:13]([C:10]1[CH:9]=[CH:8][C:7]([C:4]([NH2:1])([CH3:6])[CH3:5])=[CH:12][CH:11]=1)=[N:14]2, predict the reactants needed to synthesize it. The reactants are: [N:1]([C:4]([C:7]1[CH:12]=[CH:11][C:10]([C:13]2[C:22]([C:23]3[S:24][CH:25]=[CH:26][CH:27]=3)=[CH:21][C:20]3[C:15](=[CH:16][CH:17]=[N:18][C:19]=3[O:28][CH3:29])[N:14]=2)=[CH:9][CH:8]=1)([CH3:6])[CH3:5])=[N+]=[N-]. (2) Given the product [CH:6]1[C:5]2[C:10](=[CH:1][C:2]3[C:3]([CH:4]=2)=[CH:3][CH:2]=[CH:1][CH:10]=3)[CH:9]=[CH:8][CH:7]=1, predict the reactants needed to synthesize it. The reactants are: [CH:1]1[C:10]2[C:5](=[CH:6][CH:7]=[CH:8][CH:9]=2)[CH:4]=[CH:3][C:2]=1B(O)O.C(=O)([O-])[O-].[Na+].[Na+].O.